This data is from Reaction yield outcomes from USPTO patents with 853,638 reactions. The task is: Predict the reaction yield, written as a fraction of the theoretical maximum amount of product (1.0 means a 100% yield; for example, 0.34 means a 34% yield). (1) The yield is 0.951. The product is [NH2:31][C:30]1[CH:29]=[CH:28][C:13]([O:14][CH2:15][CH2:16][O:17][S:18]([C:21]2[CH:22]=[CH:23][C:24]([CH3:27])=[CH:25][CH:26]=2)(=[O:19])=[O:20])=[CH:12][C:11]=1[CH2:10][S:7]([C:1]1[CH:6]=[CH:5][CH:4]=[CH:3][CH:2]=1)(=[O:8])=[O:9]. The reactants are [C:1]1([S:7]([CH2:10][C:11]2[CH:12]=[C:13]([CH:28]=[CH:29][C:30]=2[N+:31]([O-])=O)[O:14][CH2:15][CH2:16][O:17][S:18]([C:21]2[CH:26]=[CH:25][C:24]([CH3:27])=[CH:23][CH:22]=2)(=[O:20])=[O:19])(=[O:9])=[O:8])[CH:6]=[CH:5][CH:4]=[CH:3][CH:2]=1. The catalyst is C1COCC1.C(O)C.[Pd]. (2) The reactants are [NH2:1][C:2]1[CH:11]=[C:10]([Cl:12])[CH:9]=[CH:8][C:3]=1[C:4]([O:6]C)=O.[C:13]([C:19]([O:21][CH3:22])=[O:20])#[C:14][C:15]([O:17][CH3:18])=[O:16].CC(C)([O-])C.[K+]. The catalyst is C(O)(C)(C)C. The product is [Cl:12][C:10]1[CH:11]=[C:2]2[C:3]([C:4]([OH:6])=[C:13]([C:19]([O:21][CH3:22])=[O:20])[C:14]([C:15]([O:17][CH3:18])=[O:16])=[N:1]2)=[CH:8][CH:9]=1. The yield is 0.470. (3) The reactants are [N:1]1[CH:6]=[CH:5][C:4]([NH2:7])=[N:3][C:2]=1[NH2:8].Cl[CH2:10][CH:11]=O. The catalyst is C(O)C.C([O-])(O)=O.[Na+]. The product is [N:8]1[CH:10]=[CH:11][N:1]2[CH:6]=[CH:5][C:4]([NH2:7])=[N:3][C:2]=12. The yield is 0.600. (4) The reactants are [C:1]([O:5][C:6](=[O:25])[NH:7][CH2:8][C:9]([NH:11][NH:12][C:13]([C:15]1[CH:20]=[C:19]([CH2:21][CH3:22])[C:18](=[O:23])[NH:17][C:16]=1[CH3:24])=[O:14])=O)([CH3:4])([CH3:3])[CH3:2].S(Cl)([C:29]1C=CC(C)=CC=1)(=O)=O.C(N=P1(N(CC)CC)N(C)CCCN1C)(C)(C)C. The catalyst is O1CCCC1. The product is [C:1]([O:5][C:6](=[O:25])[NH:7][CH2:8][C:9]1[O:14][C:13]([C:15]2[C:16]([CH3:24])=[N:17][C:18]([O:23][CH3:29])=[C:19]([CH2:21][CH3:22])[CH:20]=2)=[N:12][N:11]=1)([CH3:4])([CH3:3])[CH3:2]. The yield is 0.610.